Dataset: Forward reaction prediction with 1.9M reactions from USPTO patents (1976-2016). Task: Predict the product of the given reaction. (1) Given the reactants [NH2:1][CH:2]1[CH2:10][C:9]2[C:4](=[CH:5][CH:6]=[CH:7][CH:8]=2)[CH2:3]1.C(OC(C)C)(=O)C.[F:18][C:19]([F:26])([F:25])[C:20](OCC)=[O:21], predict the reaction product. The product is: [CH2:3]1[C:4]2[C:9](=[CH:8][CH:7]=[CH:6][CH:5]=2)[CH2:10][CH:2]1[NH:1][C:20](=[O:21])[C:19]([F:26])([F:25])[F:18]. (2) Given the reactants F[C:2](F)(F)[C:3]([O-])=O.[Cl:8][C:9]1[CH:14]=[CH:13][CH:12]=[CH:11][C:10]=1[C@@H:15]([NH2:17])[CH3:16].[S:18]1[CH:22]=[CH:21][N:20]=[C:19]1[N:23]1[CH:27]=[CH:26][CH:25]=[C:24]1[CH:28]=O, predict the reaction product. The product is: [Cl:8][C:9]1[CH:14]=[CH:13][CH:12]=[CH:11][C:10]=1[C@@H:15]([N:17]([CH2:28][C:24]1[N:23]([C:19]2[S:18][CH:2]=[CH:3][N:20]=2)[CH:27]=[CH:26][CH:25]=1)[CH2:28][C:24]1[N:23]([C:19]2[S:18][CH:22]=[CH:21][N:20]=2)[CH:27]=[CH:26][CH:25]=1)[CH3:16]. (3) The product is: [C:35]([C:37]1[CH:38]=[C:39]([NH:43][C:44](=[O:70])[NH:45][C:46]2[CH:47]=[CH:48][C:49]([C:52]3[CH:53]=[C:54]4[C:58](=[CH:59][CH:60]=3)[C:57](=[O:61])[N:56]([C@@H:62]([CH:67]([CH3:68])[CH3:69])[C:63]([OH:65])=[O:64])[CH2:55]4)=[CH:50][CH:51]=2)[CH:40]=[CH:41][CH:42]=1)#[N:36]. Given the reactants FC1C=CC(NC(=O)NC2C=CC(C3C=C4C(=CC=3)C(=O)N([C@@H](C(C)C)C(O)=O)C4)=CC=2)=CC=1.[C:35]([C:37]1[CH:38]=[C:39]([NH:43][C:44](=[O:70])[NH:45][C:46]2[CH:51]=[CH:50][C:49]([C:52]3[CH:53]=[C:54]4[C:58](=[CH:59][CH:60]=3)[C:57](=[O:61])[N:56]([C@@H:62]([CH:67]([CH3:69])[CH3:68])[C:63]([O:65]C)=[O:64])[CH2:55]4)=[CH:48][CH:47]=2)[CH:40]=[CH:41][CH:42]=1)#[N:36], predict the reaction product. (4) Given the reactants [Cl:1][C:2]1[CH:3]=[C:4]([C:9]2([C:22]([F:25])([F:24])[F:23])[O:13][N:12]=[C:11]([C:14]3[CH:19]=[CH:18][C:17]([CH2:20][NH2:21])=[CH:16][CH:15]=3)[CH2:10]2)[CH:5]=[C:6]([Cl:8])[CH:7]=1.C(N(CC)CC)C.[C:33](Cl)(=[O:35])[CH3:34], predict the reaction product. The product is: [Cl:1][C:2]1[CH:3]=[C:4]([C:9]2([C:22]([F:23])([F:25])[F:24])[O:13][N:12]=[C:11]([C:14]3[CH:15]=[CH:16][C:17]([CH2:20][NH:21][C:33](=[O:35])[CH3:34])=[CH:18][CH:19]=3)[CH2:10]2)[CH:5]=[C:6]([Cl:8])[CH:7]=1. (5) Given the reactants Br[C:2]1[CH:20]=[CH:19][C:5]2[N:6]=[C:7]([C@H:9]3[CH2:12][C@H:11]([N:13]4[CH2:17]C[CH2:15][C@H:14]4[CH3:18])[CH2:10]3)[S:8][C:4]=2[CH:3]=1.[CH3:21][O:22][C:23]1[C:28](B(O)O)=[CH:27][CH:26]=[CH:25][N:24]=1.N1C=C(B(O)O)C=NC=1, predict the reaction product. The product is: [CH:14]([N:13]([C@H:11]1[CH2:10][C@H:9]([C:7]2[S:8][C:4]3[CH:3]=[C:2]([C:28]4[C:23]([O:22][CH3:21])=[N:24][CH:25]=[CH:26][CH:27]=4)[CH:20]=[CH:19][C:5]=3[N:6]=2)[CH2:12]1)[CH3:17])([CH3:18])[CH3:15]. (6) Given the reactants C([O:8][C:9]([C:11]1[S:12][C:13]([CH2:16][CH2:17][C:18]([O:20][C:21]([CH3:24])([CH3:23])[CH3:22])=[O:19])=[CH:14][CH:15]=1)=[O:10])C1C=CC=CC=1, predict the reaction product. The product is: [C:21]([O:20][C:18]([CH2:17][CH2:16][C:13]1[S:12][C:11]([C:9]([OH:10])=[O:8])=[CH:15][CH:14]=1)=[O:19])([CH3:24])([CH3:22])[CH3:23]. (7) Given the reactants [O:1]([C:8]1[CH:9]=[C:10]([CH:14]=[CH:15][C:16]=1[O:17][CH3:18])[C:11]([OH:13])=O)[C:2]1[CH:7]=[CH:6][CH:5]=[CH:4][CH:3]=1.C(Cl)(=O)C(Cl)=O.[NH2:25][C:26]1[CH:31]=[CH:30][CH:29]=[CH:28][CH:27]=1, predict the reaction product. The product is: [O:1]([C:8]1[CH:9]=[C:10]([CH:14]=[CH:15][C:16]=1[O:17][CH3:18])[C:11]([NH:25][C:26]1[CH:31]=[CH:30][CH:29]=[CH:28][CH:27]=1)=[O:13])[C:2]1[CH:3]=[CH:4][CH:5]=[CH:6][CH:7]=1. (8) Given the reactants [NH2:1][C@H:2]1[CH2:7][CH2:6][CH2:5][CH2:4][C@H:3]1[NH:8][C:9]1[N:14]=[C:13](NC2C=CC(C3ON=CC=3)=CC=2)[C:12]([C:27]([NH2:29])=[O:28])=[CH:11][N:10]=1.[CH3:30][C:31]1[CH:35]=[C:34]([CH3:36])[N:33]([C:37]2[CH:43]=[CH:42][C:40]([NH2:41])=[CH:39][CH:38]=2)[N:32]=1, predict the reaction product. The product is: [NH2:1][C@H:2]1[CH2:7][CH2:6][CH2:5][CH2:4][C@H:3]1[NH:8][C:9]1[N:14]=[C:13]([NH:41][C:40]2[CH:42]=[CH:43][C:37]([N:33]3[C:34]([CH3:36])=[CH:35][C:31]([CH3:30])=[N:32]3)=[CH:38][CH:39]=2)[C:12]([C:27]([NH2:29])=[O:28])=[CH:11][N:10]=1. (9) Given the reactants [F:1][CH:2]([F:6])[C:3]([F:5])=[O:4].[Cl-:7].[Ca+2].[Cl-], predict the reaction product. The product is: [F:1][CH:2]([F:6])[C:3]([Cl:7])=[O:4].[F:1][CH:2]([F:6])[C:3]([F:5])=[O:4]. (10) Given the reactants [NH:1]1[CH2:6][CH2:5][CH:4]([NH:7][C:8]([C:10]2[NH:11][C:12]3[C:17]([CH:18]=2)=[C:16]([C:19]2[CH:20]=[N:21][C:22]([O:25][CH3:26])=[CH:23][CH:24]=2)[CH:15]=[CH:14][CH:13]=3)=[O:9])[CH2:3][CH2:2]1.C(=O)([O-])[O-].[Na+].[Na+].Br[CH2:34][CH2:35][OH:36], predict the reaction product. The product is: [OH:36][CH2:35][CH2:34][N:1]1[CH2:6][CH2:5][CH:4]([NH:7][C:8]([C:10]2[NH:11][C:12]3[C:17]([CH:18]=2)=[C:16]([C:19]2[CH:20]=[N:21][C:22]([O:25][CH3:26])=[CH:23][CH:24]=2)[CH:15]=[CH:14][CH:13]=3)=[O:9])[CH2:3][CH2:2]1.